From a dataset of Forward reaction prediction with 1.9M reactions from USPTO patents (1976-2016). Predict the product of the given reaction. (1) Given the reactants [Cl:1][C:2]1[C:3]([CH:8]([C:13]2[CH:22]=[C:21]3[C:16]([CH:17]=[CH:18][C:19]([C:23]4[CH:28]=[CH:27][CH:26]=[CH:25][CH:24]=4)=[N:20]3)=[CH:15][CH:14]=2)[NH:9][C:10](=O)[CH3:11])=[N:4][CH:5]=[CH:6][N:7]=1, predict the reaction product. The product is: [Cl:1][C:2]1[C:3]2[N:4]([C:10]([CH3:11])=[N:9][C:8]=2[C:13]2[CH:22]=[C:21]3[C:16]([CH:17]=[CH:18][C:19]([C:23]4[CH:28]=[CH:27][CH:26]=[CH:25][CH:24]=4)=[N:20]3)=[CH:15][CH:14]=2)[CH:5]=[CH:6][N:7]=1. (2) Given the reactants CC(OC([N:8]1[CH2:13][CH2:12][CH:11]([C:14]2[CH:15]=[C:16]([CH:20]=[CH:21][CH:22]=2)[C:17]([OH:19])=O)[CH2:10][CH2:9]1)=O)(C)C.[NH2:23][CH2:24][C:25]1[CH:26]=[CH:27][C:28]([F:55])=[C:29]([C:31]2[CH:36]=[CH:35][CH:34]=[C:33]([CH2:37][N:38]3[CH2:43][CH2:42][N:41]([C:44]([O:46][CH2:47][C:48]4[CH:53]=[CH:52][CH:51]=[CH:50][CH:49]=4)=[O:45])[C@@H:40]([CH3:54])[CH2:39]3)[CH:32]=2)[CH:30]=1.CCN(C(C)C)C(C)C.CN(C(ON1N=NC2C=CC=NC1=2)=[N+](C)C)C.F[P-](F)(F)(F)(F)F.C([O-])([O-])=O.[Na+].[Na+], predict the reaction product. The product is: [F:55][C:28]1[CH:27]=[CH:26][C:25]([CH2:24][NH:23][C:17]([C:16]2[CH:20]=[CH:21][CH:22]=[C:14]([CH:11]3[CH2:10][CH2:9][NH:8][CH2:13][CH2:12]3)[CH:15]=2)=[O:19])=[CH:30][C:29]=1[C:31]1[CH:36]=[CH:35][CH:34]=[C:33]([CH2:37][N:38]2[CH2:43][CH2:42][N:41]([C:44]([O:46][CH2:47][C:48]3[CH:53]=[CH:52][CH:51]=[CH:50][CH:49]=3)=[O:45])[C@@H:40]([CH3:54])[CH2:39]2)[CH:32]=1. (3) The product is: [N:48]1([CH2:47][CH2:46][O:43][C:40]2[CH:41]=[CH:42][C:37]([NH:36][C:34]3[S:35][C:31]([C:28]4[CH:29]=[CH:30][S:26][CH:27]=4)=[CH:32][N:33]=3)=[CH:38][CH:39]=2)[CH2:53][CH2:52][CH2:51][CH2:50][CH2:49]1. Given the reactants CN(C)CCCOC1C=CC(C2SC(NC3C=CC=CC=3)=NC=2)=CC=1.[S:26]1[CH:30]=[CH:29][C:28]([C:31]2[S:35][C:34]([NH:36][C:37]3[CH:42]=[CH:41][C:40]([OH:43])=[CH:39][CH:38]=3)=[N:33][CH:32]=2)=[CH:27]1.Cl.Cl[CH2:46][CH2:47][N:48]1[CH2:53][CH2:52][CH2:51][CH2:50][CH2:49]1, predict the reaction product. (4) Given the reactants Br[C:2]1[CH:3]=[C:4]([C:9]([NH:12][C:13](=[O:23])[O:14][CH:15]2[CH:20]3[CH2:21][CH2:22][N:17]([CH2:18][CH2:19]3)[CH2:16]2)([CH3:11])[CH3:10])[CH:5]=[CH:6][C:7]=1[F:8].[N:24]1[CH:29]=[CH:28][CH:27]=[C:26](B(O)O)[CH:25]=1, predict the reaction product. The product is: [F:8][C:7]1[CH:6]=[CH:5][C:4]([C:9]([NH:12][C:13](=[O:23])[O:14][CH:15]2[CH:20]3[CH2:21][CH2:22][N:17]([CH2:18][CH2:19]3)[CH2:16]2)([CH3:11])[CH3:10])=[CH:3][C:2]=1[C:26]1[CH:25]=[N:24][CH:29]=[CH:28][CH:27]=1.